Dataset: Full USPTO retrosynthesis dataset with 1.9M reactions from patents (1976-2016). Task: Predict the reactants needed to synthesize the given product. (1) Given the product [CH3:19][O:18][N:17]=[C:8]([C:4]1[CH:5]=[CH:6][CH:7]=[C:2]([F:1])[CH:3]=1)[CH2:9][C:10]1[CH:15]=[CH:14][N:13]=[CH:12][CH:11]=1, predict the reactants needed to synthesize it. The reactants are: [F:1][C:2]1[CH:3]=[C:4]([C:8](=O)[CH2:9][C:10]2[CH:15]=[CH:14][N:13]=[CH:12][CH:11]=2)[CH:5]=[CH:6][CH:7]=1.[NH2:17][O:18][CH3:19]. (2) Given the product [CH3:29][S:30]([OH:33])(=[O:32])=[O:31].[NH2:1][C:2]1[C:7]([CH3:8])=[N:6][C:5]([O:9][CH2:10][C:11]([N:13]([CH:15]2[CH2:20][CH2:19][N:18]([CH2:21][C:22]3[CH:23]=[CH:24][CH:25]=[CH:26][CH:27]=3)[CH2:17][CH2:16]2)[CH3:14])=[O:12])=[N:4][C:3]=1[CH3:28], predict the reactants needed to synthesize it. The reactants are: [NH2:1][C:2]1[C:3]([CH3:28])=[N:4][C:5]([O:9][CH2:10][C:11]([N:13]([CH:15]2[CH2:20][CH2:19][N:18]([CH2:21][C:22]3[CH:27]=[CH:26][CH:25]=[CH:24][CH:23]=3)[CH2:17][CH2:16]2)[CH3:14])=[O:12])=[N:6][C:7]=1[CH3:8].[CH3:29][S:30]([OH:33])(=[O:32])=[O:31].